Dataset: Forward reaction prediction with 1.9M reactions from USPTO patents (1976-2016). Task: Predict the product of the given reaction. (1) Given the reactants [NH2:1][C:2]1[CH:3]=[C:4]([CH:8]=[CH:9][C:10]=1[NH2:11])[C:5]([OH:7])=[O:6].OS(O)(=O)=O.[CH3:17]O, predict the reaction product. The product is: [NH2:1][C:2]1[CH:3]=[C:4]([CH:8]=[CH:9][C:10]=1[NH2:11])[C:5]([O:7][CH3:17])=[O:6]. (2) Given the reactants [C:1]([O:4][C:5](=[O:7])[CH3:6])(=O)[CH3:2].[CH2:8]([O:15][C:16]1[C:25]2[C:20](=[CH:21][CH:22]=[CH:23][CH:24]=2)[C:19](CCO)=[C:18]([N+:29]([O-:31])=[O:30])[CH:17]=1)[C:9]1[CH:14]=[CH:13][CH:12]=[CH:11][CH:10]=1, predict the reaction product. The product is: [C:5]([O:4][CH2:1][CH2:2][C:19]1[C:20]2[C:25](=[CH:24][CH:23]=[CH:22][CH:21]=2)[C:16]([O:15][CH2:8][C:9]2[CH:14]=[CH:13][CH:12]=[CH:11][CH:10]=2)=[CH:17][C:18]=1[N+:29]([O-:31])=[O:30])(=[O:7])[CH3:6]. (3) Given the reactants [Cl:1][C:2]1[CH:7]=[CH:6][C:5]([CH2:8][CH2:9][N:10]2[C:14]3[N:15]=[C:16]([C:19]#[N:20])[N:17]=[CH:18][C:13]=3[CH:12]=[C:11]2[CH2:21][O:22][C:23]2[CH:31]=[CH:30][C:26]([C:27](O)=[O:28])=[CH:25][C:24]=2[F:32])=[CH:4][CH:3]=1.O=P(Cl)(Cl)Cl.[CH2:38]([NH:41][CH2:42][CH2:43][CH3:44])[CH2:39][CH3:40], predict the reaction product. The product is: [Cl:1][C:2]1[CH:3]=[CH:4][C:5]([CH2:8][CH2:9][N:10]2[C:14]3[N:15]=[C:16]([C:19]#[N:20])[N:17]=[CH:18][C:13]=3[CH:12]=[C:11]2[CH2:21][O:22][C:23]2[CH:31]=[CH:30][C:26]([C:27]([N:41]([CH2:42][CH2:43][CH3:44])[CH2:38][CH2:39][CH3:40])=[O:28])=[CH:25][C:24]=2[F:32])=[CH:6][CH:7]=1. (4) Given the reactants C(OC(=O)[NH:7][C:8]1[CH:13]=[CH:12][C:11]([C:14]2[N:15]=[N:16][NH:17][C:18]=2[C:19]#[N:20])=[CH:10][C:9]=1/[CH:21]=[CH:22]/[C:23]1[CH:28]=[CH:27][CH:26]=[C:25]([C:29]([F:32])([F:31])[F:30])[CH:24]=1)(C)(C)C.C(O)(C(F)(F)F)=O, predict the reaction product. The product is: [NH2:7][C:8]1[CH:13]=[CH:12][C:11]([C:14]2[N:15]=[N:16][NH:17][C:18]=2[C:19]#[N:20])=[CH:10][C:9]=1/[CH:21]=[CH:22]/[C:23]1[CH:28]=[CH:27][CH:26]=[C:25]([C:29]([F:32])([F:31])[F:30])[CH:24]=1. (5) Given the reactants [CH3:1][C:2]1[O:6][C:5]([C:7]2[CH:12]=[CH:11][CH:10]=[CH:9][CH:8]=2)=[N:4][C:3]=1[CH2:13][CH2:14][OH:15].C(N([CH2:21][CH3:22])CC)C.[C:23]1(C)[C:24]([S:29](Cl)(=[O:31])=[O:30])=[CH:25][CH:26]=C[CH:28]=1, predict the reaction product. The product is: [CH3:1][C:2]1[O:6][C:5]([C:7]2[CH:12]=[CH:11][CH:10]=[CH:9][CH:8]=2)=[N:4][C:3]=1[CH2:13][CH2:14][O:15][S:29]([C:24]1[CH:25]=[CH:26][C:21]([CH3:22])=[CH:28][CH:23]=1)(=[O:31])=[O:30]. (6) The product is: [CH3:11][S:10][C:7]([N:12]1[CH2:17][CH2:16][O:15][CH2:14][CH2:13]1)=[CH:3][C:1]#[N:2]. Given the reactants [C:1]([C:3](=[C:7]([S:10][CH3:11])SC)C(O)=O)#[N:2].[NH:12]1[CH2:17][CH2:16][O:15][CH2:14][CH2:13]1.C(N(CC)CC)C, predict the reaction product.